Dataset: Catalyst prediction with 721,799 reactions and 888 catalyst types from USPTO. Task: Predict which catalyst facilitates the given reaction. (1) Reactant: CN(C(ON1N=NC2C=CC=NC1=2)=[N+](C)C)C.F[P-](F)(F)(F)(F)F.Cl.[F:26][CH2:27][CH2:28][NH2:29].[CH3:30][N:31]([C@H:54]([CH3:58])[C:55](O)=[O:56])[C:32]([C:34]1[CH:35]=[C:36]2[C:44](=[CH:45][CH:46]=1)[N:43]([CH3:47])[C:42]1[CH2:41][CH2:40][CH:39]([CH:48]3[CH2:53][CH2:52][O:51][CH2:50][CH2:49]3)[CH2:38][C:37]2=1)=[O:33].C(N(CC)C(C)C)(C)C. Product: [F:26][CH2:27][CH2:28][NH:29][C:55](=[O:56])[C@H:54]([N:31]([CH3:30])[C:32]([C:34]1[CH:35]=[C:36]2[C:44](=[CH:45][CH:46]=1)[N:43]([CH3:47])[C:42]1[CH2:41][CH2:40][CH:39]([CH:48]3[CH2:49][CH2:50][O:51][CH2:52][CH2:53]3)[CH2:38][C:37]2=1)=[O:33])[CH3:58]. The catalyst class is: 3. (2) Reactant: Br.[O:2]1[CH2:7][CH2:6][N:5]([C:8]([NH2:10])=[NH:9])[CH2:4][CH2:3]1.C[O-].[Na+].CN([CH:17]=[C:18]([C:24](=O)[C:25]([CH3:28])([CH3:27])[CH3:26])[C:19]([O:21][CH2:22][CH3:23])=[O:20])C. Product: [C:25]([C:24]1[C:18]([C:19]([O:21][CH2:22][CH3:23])=[O:20])=[CH:17][N:10]=[C:8]([N:5]2[CH2:6][CH2:7][O:2][CH2:3][CH2:4]2)[N:9]=1)([CH3:28])([CH3:26])[CH3:27]. The catalyst class is: 25. (3) Reactant: [Br:1][C:2]1[CH:7]=[CH:6][C:5]([C@@H:8]([NH:10][CH2:11][C:12]([C:17]2[CH:22]=[CH:21][C:20]([F:23])=[CH:19][CH:18]=2)([OH:16])[CH2:13][CH:14]=[CH2:15])[CH3:9])=[CH:4][CH:3]=1.CCN(CC)CC.Cl[C:32](Cl)([O:34]C(=O)OC(Cl)(Cl)Cl)Cl. Product: [CH2:13]([C:12]1([C:17]2[CH:18]=[CH:19][C:20]([F:23])=[CH:21][CH:22]=2)[O:16][C:32](=[O:34])[N:10]([C@H:8]([C:5]2[CH:4]=[CH:3][C:2]([Br:1])=[CH:7][CH:6]=2)[CH3:9])[CH2:11]1)[CH:14]=[CH2:15]. The catalyst class is: 2. (4) Reactant: Br[C:2]1[CH:3]=[C:4]([C:16]([NH:18][CH2:19][C:20]2[C:21](=[O:28])[NH:22][C:23]([CH3:27])=[CH:24][C:25]=2[CH3:26])=[O:17])[C:5]2[CH:6]=[N:7][N:8]([CH:11]3[CH2:15][CH2:14][CH2:13][CH2:12]3)[C:9]=2[CH:10]=1.[CH3:29][C:30]1([CH3:47])[CH2:35][C:34](B2OC(C)(C)C(C)(C)O2)=[CH:33][C:32]([CH3:46])([CH3:45])[NH:31]1.C([O-])([O-])=O.[Na+].[Na+]. The catalyst class is: 77. Product: [CH:11]1([N:8]2[C:9]3[CH:10]=[C:2]([C:34]4[CH2:33][C:32]([CH3:46])([CH3:45])[NH:31][C:30]([CH3:47])([CH3:29])[CH:35]=4)[CH:3]=[C:4]([C:16]([NH:18][CH2:19][C:20]4[C:21](=[O:28])[NH:22][C:23]([CH3:27])=[CH:24][C:25]=4[CH3:26])=[O:17])[C:5]=3[CH:6]=[N:7]2)[CH2:15][CH2:14][CH2:13][CH2:12]1. (5) Reactant: [CH2:1]([O:3][C:4](=[O:22])[CH2:5][N:6]([C:13]1[CH:18]=[CH:17][C:16]([Cl:19])=[CH:15][C:14]=1[C:20]#[N:21])[C:7](=[O:12])[C:8]([F:11])([F:10])[F:9])[CH3:2].CC(C)([O-])C.[K+]. Product: [CH2:1]([O:3][C:4]([C:5]1[N:6]([C:7](=[O:12])[C:8]([F:11])([F:10])[F:9])[C:13]2[C:14]([C:20]=1[NH2:21])=[CH:15][C:16]([Cl:19])=[CH:17][CH:18]=2)=[O:22])[CH3:2]. The catalyst class is: 7.